The task is: Regression. Given two drug SMILES strings and cell line genomic features, predict the synergy score measuring deviation from expected non-interaction effect.. This data is from NCI-60 drug combinations with 297,098 pairs across 59 cell lines. (1) Drug 1: CC=C1C(=O)NC(C(=O)OC2CC(=O)NC(C(=O)NC(CSSCCC=C2)C(=O)N1)C(C)C)C(C)C. Drug 2: N.N.Cl[Pt+2]Cl. Cell line: ACHN. Synergy scores: CSS=39.0, Synergy_ZIP=0.442, Synergy_Bliss=3.92, Synergy_Loewe=-4.01, Synergy_HSA=4.12. (2) Drug 1: CC1=C(C=C(C=C1)NC(=O)C2=CC=C(C=C2)CN3CCN(CC3)C)NC4=NC=CC(=N4)C5=CN=CC=C5. Drug 2: CC1=C(C(=O)C2=C(C1=O)N3CC4C(C3(C2COC(=O)N)OC)N4)N. Cell line: CAKI-1. Synergy scores: CSS=30.6, Synergy_ZIP=6.78, Synergy_Bliss=0.379, Synergy_Loewe=-48.5, Synergy_HSA=-7.36. (3) Drug 1: CNC(=O)C1=NC=CC(=C1)OC2=CC=C(C=C2)NC(=O)NC3=CC(=C(C=C3)Cl)C(F)(F)F. Drug 2: C1=CN(C=N1)CC(O)(P(=O)(O)O)P(=O)(O)O. Cell line: A498. Synergy scores: CSS=4.73, Synergy_ZIP=-8.25, Synergy_Bliss=-11.0, Synergy_Loewe=-12.3, Synergy_HSA=-12.2. (4) Drug 1: C1C(C(OC1N2C=C(C(=O)NC2=O)F)CO)O. Drug 2: CC1CCCC2(C(O2)CC(NC(=O)CC(C(C(=O)C(C1O)C)(C)C)O)C(=CC3=CSC(=N3)C)C)C. Cell line: K-562. Synergy scores: CSS=59.3, Synergy_ZIP=-0.433, Synergy_Bliss=-1.49, Synergy_Loewe=-1.87, Synergy_HSA=-0.244. (5) Drug 1: CC(C1=C(C=CC(=C1Cl)F)Cl)OC2=C(N=CC(=C2)C3=CN(N=C3)C4CCNCC4)N. Drug 2: C1=NC(=NC(=O)N1C2C(C(C(O2)CO)O)O)N. Cell line: SK-MEL-2. Synergy scores: CSS=13.7, Synergy_ZIP=-3.19, Synergy_Bliss=3.80, Synergy_Loewe=-2.83, Synergy_HSA=1.53. (6) Drug 1: CC12CCC(CC1=CCC3C2CCC4(C3CC=C4C5=CN=CC=C5)C)O. Drug 2: CC1CCC2CC(C(=CC=CC=CC(CC(C(=O)C(C(C(=CC(C(=O)CC(OC(=O)C3CCCCN3C(=O)C(=O)C1(O2)O)C(C)CC4CCC(C(C4)OC)O)C)C)O)OC)C)C)C)OC. Cell line: IGROV1. Synergy scores: CSS=49.5, Synergy_ZIP=9.67, Synergy_Bliss=11.4, Synergy_Loewe=-27.8, Synergy_HSA=13.4.